From a dataset of Peptide-MHC class I binding affinity with 185,985 pairs from IEDB/IMGT. Regression. Given a peptide amino acid sequence and an MHC pseudo amino acid sequence, predict their binding affinity value. This is MHC class I binding data. (1) The MHC is HLA-B45:01 with pseudo-sequence HLA-B45:01. The peptide sequence is QPRAPIRPI. The binding affinity (normalized) is 0. (2) The peptide sequence is ICKAAMGLR. The MHC is HLA-A33:01 with pseudo-sequence HLA-A33:01. The binding affinity (normalized) is 0.207. (3) The peptide sequence is TGPCPGDYA. The MHC is HLA-A02:01 with pseudo-sequence HLA-A02:01. The binding affinity (normalized) is 0.0332.